From a dataset of Forward reaction prediction with 1.9M reactions from USPTO patents (1976-2016). Predict the product of the given reaction. Given the reactants [NH2:1][C:2]1[CH:3]=[C:4]([OH:11])[C:5](=[CH:9][CH:10]=1)[C:6]([OH:8])=O.[CH2:12]([N:14]([CH2:18][CH3:19])[CH2:15][CH2:16][NH2:17])[CH3:13].CN(C(ON1N=NC2C=CC=CC1=2)=[N+](C)C)C.[B-](F)(F)(F)F.C1C=CC2N(O)N=NC=2C=1.CCN(C(C)C)C(C)C.C(=O)(O)[O-].[Na+], predict the reaction product. The product is: [CH2:12]([N:14]([CH2:18][CH3:19])[CH2:15][CH2:16][NH:17][C:6](=[O:8])[C:5]1[C:4](=[CH:3][C:2]([NH2:1])=[CH:10][CH:9]=1)[OH:11])[CH3:13].